This data is from Catalyst prediction with 721,799 reactions and 888 catalyst types from USPTO. The task is: Predict which catalyst facilitates the given reaction. (1) Reactant: [C:1]([C:3]1[CH:8]=[CH:7][C:6]([NH:9][CH2:10][CH2:11][CH2:12][CH2:13][O:14][C:15](=[O:20])[C:16]([CH3:19])([CH3:18])[CH3:17])=[C:5]([N+:21]([O-])=O)[CH:4]=1)#[N:2]. Product: [NH2:21][C:5]1[CH:4]=[C:3]([C:1]#[N:2])[CH:8]=[CH:7][C:6]=1[NH:9][CH2:10][CH2:11][CH2:12][CH2:13][O:14][C:15](=[O:20])[C:16]([CH3:18])([CH3:17])[CH3:19]. The catalyst class is: 358. (2) Reactant: [C:1]1([C:7]2[CH:12]=[CH:11][CH:10]=[CH:9][C:8]=2[OH:13])[CH:6]=[CH:5][CH:4]=[CH:3][CH:2]=1.[I-:14].[Na+].[OH-].[Na+].[O-]Cl.[Na+].S([O-])([O-])(=O)=S.[Na+].[Na+].Cl. Product: [I:14][C:11]1[CH:12]=[C:7]([C:1]2[CH:2]=[CH:3][CH:4]=[CH:5][CH:6]=2)[C:8]([OH:13])=[CH:9][CH:10]=1. The catalyst class is: 459. (3) Reactant: [NH2:1][C:2]1[CH:7]=[CH:6][C:5]([C:8]2[CH:13]=[CH:12][C:11]([C:14]([F:17])([F:16])[F:15])=[CH:10][CH:9]=2)=[CH:4][C:3]=1[C:18]#[N:19].[CH3:20][O:21][C:22]1[CH:29]=[CH:28][C:25]([CH2:26]Cl)=[CH:24][CH:23]=1.C(N(CC)CC)C. Product: [CH3:20][O:21][C:22]1[CH:29]=[CH:28][C:25]([CH2:26][NH:1][C:2]2[CH:7]=[CH:6][C:5]([C:8]3[CH:9]=[CH:10][C:11]([C:14]([F:15])([F:16])[F:17])=[CH:12][CH:13]=3)=[CH:4][C:3]=2[C:18]#[N:19])=[CH:24][CH:23]=1. The catalyst class is: 10. (4) Reactant: [Sn](Cl)(Cl)(Cl)Cl.[Cl:6][C:7]1[N:15]=[CH:14][CH:13]=[CH:12][C:8]=1[C:9](Cl)=[O:10].[CH2:16]([O:18][C:19]([C:21]1[NH:22][CH:23]=[CH:24][CH:25]=1)=[O:20])[CH3:17]. Product: [CH2:16]([O:18][C:19]([C:21]1[NH:22][C:23]([C:9]([C:8]2[C:7]([Cl:6])=[N:15][CH:14]=[CH:13][CH:12]=2)=[O:10])=[CH:24][CH:25]=1)=[O:20])[CH3:17]. The catalyst class is: 48. (5) Reactant: [Cl:1][C:2]1[CH:10]=[CH:9][C:8]([O:11][C:12]([F:15])([F:14])[F:13])=[C:7]2[C:3]=1[CH:4]=[CH:5][N:6]2[CH2:16][CH2:17][O:18][CH3:19].[C:20](O[C:20]([C:22]([F:25])([F:24])[F:23])=[O:21])([C:22]([F:25])([F:24])[F:23])=[O:21]. Product: [Cl:1][C:2]1[CH:10]=[CH:9][C:8]([O:11][C:12]([F:14])([F:15])[F:13])=[C:7]2[C:3]=1[C:4]([C:20](=[O:21])[C:22]([F:25])([F:24])[F:23])=[CH:5][N:6]2[CH2:16][CH2:17][O:18][CH3:19]. The catalyst class is: 3.